The task is: Predict the reaction yield, written as a fraction of the theoretical maximum amount of product (1.0 means a 100% yield; for example, 0.34 means a 34% yield).. This data is from Reaction yield outcomes from USPTO patents with 853,638 reactions. (1) The reactants are [F:1][C:2]1[CH:3]=[C:4]([CH:14]([NH:16][C:17]([C:19]2[N:20]=[C:21](Cl)[O:22][CH:23]=2)=[O:18])[CH3:15])[CH:5]=[C:6]([F:13])[C:7]=1[NH:8][S:9]([CH3:12])(=[O:11])=[O:10].[CH2:25]([CH:27]1[C:35]2[CH:34]=[CH:33][CH:32]=[C:31]([OH:36])[C:30]=2[CH2:29][CH2:28]1)[CH3:26]. No catalyst specified. The product is [F:1][C:2]1[CH:3]=[C:4]([CH:14]([NH:16][C:17]([C:19]2[N:20]=[C:21]([O:36][C:31]3[CH:32]=[CH:33][CH:34]=[C:35]4[C:30]=3[CH2:29][CH2:28][CH:27]4[CH2:25][CH3:26])[O:22][CH:23]=2)=[O:18])[CH3:15])[CH:5]=[C:6]([F:13])[C:7]=1[NH:8][S:9]([CH3:12])(=[O:11])=[O:10]. The yield is 0.600. (2) The reactants are [C:1]([O:7][CH2:8][CH3:9])(=[O:6])[C:2]#[C:3][CH2:4][CH3:5]. The catalyst is [Pd].CC([O-])=O.CC([O-])=O.[Pb+2].C1COCC1.N1C=CC=CC=1. The product is [C:1]([O:7][CH2:8][CH3:9])(=[O:6])/[CH:2]=[CH:3]\[CH2:4][CH3:5]. The yield is 0.980. (3) The reactants are N(C(OC(C)C)=O)=NC(OC(C)C)=O.[OH:15][CH:16]1[CH2:21][CH2:20][CH:19]([C:22]([O:24][CH2:25][CH3:26])=[O:23])[CH2:18][CH2:17]1.[Br:27][C:28]1[CH:33]=[CH:32][C:31](O)=[CH:30][CH:29]=1.C1(P(C2C=CC=CC=2)C2C=CC=CC=2)C=CC=CC=1. The catalyst is C1COCC1. The product is [Br:27][C:28]1[CH:33]=[CH:32][C:31]([O:15][CH:16]2[CH2:17][CH2:18][CH:19]([C:22]([O:24][CH2:25][CH3:26])=[O:23])[CH2:20][CH2:21]2)=[CH:30][CH:29]=1. The yield is 0.421. (4) The product is [CH3:8][NH:7][C:9]1[N:10]=[C:11]([CH2:15][CH2:16][O:17][C:18]2[CH:19]=[C:20]3[C:24](=[CH:25][CH:26]=2)[N:23]([CH:33]([C:34]2[CH:35]=[N:36][C:37]4[C:42]([CH:43]=2)=[CH:41][CH:40]=[CH:39][CH:38]=4)[CH2:32][C:31]([OH:44])=[O:30])[CH:22]=[CH:21]3)[CH:12]=[CH:13][CH:14]=1. The yield is 0.480. No catalyst specified. The reactants are C(OC(=O)[N:7]([C:9]1[CH:14]=[CH:13][CH:12]=[C:11]([CH2:15][CH2:16][O:17][C:18]2[CH:19]=[C:20]3[C:24](=[CH:25][CH:26]=2)[NH:23][CH:22]=[CH:21]3)[N:10]=1)[CH3:8])(C)(C)C.C([O:30][C:31](=[O:44])[C:32]#[C:33][C:34]1[CH:35]=[N:36][C:37]2[C:42]([CH:43]=1)=[CH:41][CH:40]=[CH:39][CH:38]=2)C. (5) The reactants are Cl[C:2]1[CH:3]=[C:4]2[C:10]([NH2:11])=[N:9][NH:8][C:5]2=[N:6][N:7]=1.[OH-].[Na+]. The catalyst is [Pd].CO. The product is [NH:8]1[C:5]2=[N:6][N:7]=[CH:2][CH:3]=[C:4]2[C:10]([NH2:11])=[N:9]1. The yield is 0.630. (6) The reactants are C([O:5][C:6](=[O:38])[CH2:7][CH:8]([OH:37])[CH2:9][CH:10]([OH:36])[CH2:11][CH2:12][C:13]1[N:14]([CH:33]([CH3:35])[CH3:34])[C:15]([C:31]#[N:32])=[C:16]([C:25]2[CH:30]=[CH:29][CH:28]=[CH:27][N:26]=2)[C:17]=1[C:18]1[CH:23]=[CH:22][C:21]([F:24])=[CH:20][CH:19]=1)(C)(C)C.[OH-].[Na+:40]. The catalyst is CO. The product is [Na+:40].[C:31]([C:15]1[N:14]([CH:33]([CH3:34])[CH3:35])[C:13]([CH2:12][CH2:11][C@@H:10]([OH:36])[CH2:9][C@@H:8]([OH:37])[CH2:7][C:6]([O-:38])=[O:5])=[C:17]([C:18]2[CH:19]=[CH:20][C:21]([F:24])=[CH:22][CH:23]=2)[C:16]=1[C:25]1[CH:30]=[CH:29][CH:28]=[CH:27][N:26]=1)#[N:32]. The yield is 0.910. (7) The reactants are Br[C:2]1[CH:7]=[CH:6][C:5]([S:8]([NH:11][CH3:12])(=[O:10])=[O:9])=[CH:4][CH:3]=1.[B:13](OC(C)C)([O:18]C(C)C)[O:14]C(C)C.[Li]CCCC.Cl. The catalyst is C1COCC1. The product is [CH3:12][NH:11][S:8]([C:5]1[CH:6]=[CH:7][C:2]([B:13]([OH:18])[OH:14])=[CH:3][CH:4]=1)(=[O:10])=[O:9]. The yield is 0.960. (8) The reactants are [CH3:1][C:2]1[CH:7]=[CH:6][C:5]([NH2:8])=[CH:4][C:3]=1[NH2:9].[F:10][C:11]([F:22])([F:21])[C:12](O[C:12](=[O:13])[C:11]([F:22])([F:21])[F:10])=[O:13]. The catalyst is N1C=CC=CC=1. The product is [CH3:1][C:2]1[CH:7]=[CH:6][C:5]([NH:8][C:12](=[O:13])[C:11]([F:22])([F:21])[F:10])=[CH:4][C:3]=1[NH:9][C:12](=[O:13])[C:11]([F:22])([F:10])[F:21]. The yield is 0.630. (9) The reactants are [N:1]1([CH2:6][CH2:7][OH:8])[CH2:5][CH2:4][CH2:3][CH2:2]1.[H-].[Na+].[Br:11][C:12]1[CH:17]=[CH:16][N:15]=[C:14](Cl)[CH:13]=1.O. The catalyst is C1COCC1. The product is [Br:11][C:12]1[CH:17]=[CH:16][N:15]=[C:14]([O:8][CH2:7][CH2:6][N:1]2[CH2:5][CH2:4][CH2:3][CH2:2]2)[CH:13]=1. The yield is 0.220. (10) The reactants are [CH2:1]([N:8]1[CH2:13][CH2:12][N:11]([C:14]2[CH:19]=[CH:18][CH:17]=[C:16](F)[C:15]=2[C:21](O)=O)[CH2:10][CH2:9]1)[C:2]1[CH:7]=[CH:6][CH:5]=[CH:4][CH:3]=1.[NH2:24][NH2:25]. The catalyst is CS(C)=O.CCOCC. The product is [CH2:1]([N:8]1[CH2:13][CH2:12][N:11]([C:14]2[CH:19]=[CH:18][CH:17]=[C:16]3[C:15]=2[CH:21]=[N:24][NH:25]3)[CH2:10][CH2:9]1)[C:2]1[CH:7]=[CH:6][CH:5]=[CH:4][CH:3]=1. The yield is 0.530.